Predict the product of the given reaction. From a dataset of Forward reaction prediction with 1.9M reactions from USPTO patents (1976-2016). (1) Given the reactants [CH3:1][N:2]([CH:10]1[CH2:15][CH2:14][CH:13]([N:16]2[CH2:21][CH2:20][N:19]([CH3:22])[CH2:18][CH2:17]2)[CH2:12][CH2:11]1)C(=O)OC(C)(C)C.C([Cl:26])(=O)C, predict the reaction product. The product is: [ClH:26].[CH3:1][NH:2][CH:10]1[CH2:11][CH2:12][CH:13]([N:16]2[CH2:17][CH2:18][N:19]([CH3:22])[CH2:20][CH2:21]2)[CH2:14][CH2:15]1. (2) Given the reactants [CH3:1][O:2][C:3]1[CH:4]=[CH:5][C:6]2[N:14]3[C:9]([O:10][CH2:11][CH2:12][CH2:13]3)=[C:8]([CH:15]=O)[C:7]=2[N:17]=1.C([O-])(=O)C.[NH4+].[N+:23]([CH3:26])([O-:25])=[O:24], predict the reaction product. The product is: [CH3:1][O:2][C:3]1[CH:4]=[CH:5][C:6]2[N:14]3[C:9]([O:10][CH2:11][CH2:12][CH2:13]3)=[C:8]([CH:15]=[CH:26][N+:23]([O-:25])=[O:24])[C:7]=2[N:17]=1. (3) Given the reactants [F:1][C:2]1[CH:7]=[CH:6][CH:5]=[CH:4][C:3]=1[C:8]1[C:9]([C:18]([O:20][CH3:21])=[O:19])=[CH:10][C:11]([C:14]([O:16]C)=[O:15])=[CH:12][CH:13]=1.[OH-].[K+], predict the reaction product. The product is: [F:1][C:2]1[CH:7]=[CH:6][CH:5]=[CH:4][C:3]=1[C:8]1[CH:13]=[CH:12][C:11]([C:14]([OH:16])=[O:15])=[CH:10][C:9]=1[C:18]([O:20][CH3:21])=[O:19]. (4) The product is: [C:3]([C:5]1[CH:10]=[CH:9][CH:8]=[CH:7][C:6]=1[NH:11][C:12](=[O:26])/[CH:13]=[CH:14]/[C:15]1[CH:24]=[CH:23][C:22]2[C:17](=[CH:18][CH:19]=[C:20]([F:25])[CH:21]=2)[CH:16]=1)([OH:4])=[O:2]. Given the reactants C[O:2][C:3]([C:5]1[CH:10]=[CH:9][CH:8]=[CH:7][C:6]=1[NH:11][C:12](=[O:26])/[CH:13]=[CH:14]/[C:15]1[CH:24]=[CH:23][C:22]2[C:17](=[CH:18][CH:19]=[C:20]([F:25])[CH:21]=2)[CH:16]=1)=[O:4].[OH-].[Na+], predict the reaction product. (5) Given the reactants Cl[C:2]1[C:3](=[O:27])[O:4][C:5]([CH2:14][CH2:15][C:16]2[CH:21]=[CH:20][C:19]([O:22][CH:23]([CH3:25])[CH3:24])=[C:18]([Cl:26])[CH:17]=2)([CH:9]2[CH2:13][CH2:12][CH2:11][CH2:10]2)[CH2:6][C:7]=1[OH:8].ClC1C(=O)OC(CCC2CCCCC=2)(C2CCCC2)CC=1O.[Cl:50][C:51]1[CH:63]=[CH:62][C:54]2[N:55]([CH:59]([CH3:61])[CH3:60])[C:56]([SH:58])=[N:57][C:53]=2[CH:52]=1.N1C=CC(C2NC(S)=NN=2)=CC=1, predict the reaction product. The product is: [Cl:26][C:18]1[CH:17]=[C:16]([CH2:15][CH2:14][C:5]2([CH:9]3[CH2:13][CH2:12][CH2:11][CH2:10]3)[O:4][C:3](=[O:27])[C:2]([S:58][C:56]3[N:55]([CH:59]([CH3:61])[CH3:60])[C:54]4[CH:62]=[CH:63][C:51]([Cl:50])=[CH:52][C:53]=4[N:57]=3)=[C:7]([OH:8])[CH2:6]2)[CH:21]=[CH:20][C:19]=1[O:22][CH:23]([CH3:25])[CH3:24]. (6) Given the reactants Br[CH2:2][C:3]1[C:7]2[CH:8]=[C:9]([Cl:12])[CH:10]=[CH:11][C:6]=2[S:5][CH:4]=1.[N:13]1[CH:18]=[CH:17][CH:16]=[CH:15][C:14]=1[N:19]1[CH2:24][CH2:23][NH:22][CH2:21][CH2:20]1, predict the reaction product. The product is: [Cl:12][C:9]1[CH:10]=[CH:11][C:6]2[S:5][CH:4]=[C:3]([CH2:2][N:22]3[CH2:23][CH2:24][N:19]([C:14]4[CH:15]=[CH:16][CH:17]=[CH:18][N:13]=4)[CH2:20][CH2:21]3)[C:7]=2[CH:8]=1. (7) Given the reactants [C:1]([CH2:3][C@H:4]([NH:7][C:8](=[O:14])[O:9][C:10]([CH3:13])([CH3:12])[CH3:11])[CH2:5][OH:6])#[N:2].[H-].[Na+].[CH3:17]I.O, predict the reaction product. The product is: [C:1]([CH2:3][C@H:4]([NH:7][C:8](=[O:14])[O:9][C:10]([CH3:11])([CH3:13])[CH3:12])[CH2:5][O:6][CH3:17])#[N:2].